Task: Predict the reaction yield, written as a fraction of the theoretical maximum amount of product (1.0 means a 100% yield; for example, 0.34 means a 34% yield).. Dataset: Reaction yield outcomes from USPTO patents with 853,638 reactions (1) The reactants are [CH:1]1([CH:4]([NH:6][CH:7]2[CH2:16][C:15]3[C:14]([C:17]([NH2:19])=[O:18])=[CH:13][CH:12]=[C:11]([F:20])[C:10]=3[O:9][CH2:8]2)[CH3:5])[CH2:3][CH2:2]1.[F:21][C:22]1[CH:23]=[C:24]2[C:28](=[CH:29][CH:30]=1)[NH:27][CH:26]=[C:25]2[CH2:31][CH2:32][CH:33]=O.C(O)(=O)C.C([BH3-])#N.[Na+]. The catalyst is CO.CCOC(C)=O.CCCCCC.CO. The product is [CH:1]1([CH:4]([N:6]([CH2:33][CH2:32][CH2:31][C:25]2[C:24]3[C:28](=[CH:29][CH:30]=[C:22]([F:21])[CH:23]=3)[NH:27][CH:26]=2)[CH:7]2[CH2:16][C:15]3[C:14]([C:17]([NH2:19])=[O:18])=[CH:13][CH:12]=[C:11]([F:20])[C:10]=3[O:9][CH2:8]2)[CH3:5])[CH2:3][CH2:2]1. The yield is 0.420. (2) The reactants are [CH3:1][C:2]1[C:3]([C:13]([F:16])([F:15])[F:14])=[CH:4][C:5]([N+:10]([O-])=O)=[C:6]([CH:9]=1)[C:7]#[N:8].C(O)C. The catalyst is CO.Cl.[Fe]. The product is [NH2:10][C:5]1[CH:4]=[C:3]([C:13]([F:14])([F:15])[F:16])[C:2]([CH3:1])=[CH:9][C:6]=1[C:7]#[N:8]. The yield is 0.780. (3) The reactants are Br[C:2]1[CH:3]=[C:4]([S:16]([NH:19][CH:20]2[CH2:28][CH2:27][CH2:26][C:25]3[N:24]([CH2:29][C:30]([OH:32])=[O:31])[N:23]=[CH:22][C:21]2=3)(=[O:18])=[O:17])[CH:5]=[N:6][C:7]=1[O:8][C:9]1[CH:14]=[CH:13][C:12]([F:15])=[CH:11][CH:10]=1. The catalyst is CO.[Pd]. The product is [F:15][C:12]1[CH:13]=[CH:14][C:9]([O:8][C:7]2[N:6]=[CH:5][C:4]([S:16]([NH:19][CH:20]3[CH2:28][CH2:27][CH2:26][C:25]4[N:24]([CH2:29][C:30]([OH:32])=[O:31])[N:23]=[CH:22][C:21]3=4)(=[O:18])=[O:17])=[CH:3][CH:2]=2)=[CH:10][CH:11]=1. The yield is 0.300. (4) The reactants are [CH3:1][C:2]1[N:3]=[CH:4][NH:5][C:6]=1[C:7]([O:9][CH2:10][CH3:11])=[O:8].[H-].[Na+].[CH2:14](Br)[C:15]1[CH:20]=[CH:19][CH:18]=[CH:17][CH:16]=1.O. The catalyst is C1COCC1. The product is [CH2:14]([N:3]1[C:2]([CH3:1])=[C:6]([C:7]([O:9][CH2:10][CH3:11])=[O:8])[N:5]=[CH:4]1)[C:15]1[CH:20]=[CH:19][CH:18]=[CH:17][CH:16]=1. The yield is 0.470. (5) The reactants are [N+:1]([C:4]1[NH:8][N:7]=[C:6]([C:9]([OH:11])=[O:10])[CH:5]=1)([O-:3])=[O:2].S(Cl)(Cl)=O.[CH3:16]O. No catalyst specified. The product is [CH3:16][O:10][C:9]([C:6]1[NH:7][N:8]=[C:4]([N+:1]([O-:3])=[O:2])[CH:5]=1)=[O:11]. The yield is 0.950. (6) The reactants are C(OC([O:8][NH:9][C:10]([C:12]1[S:16][C:15]2[CH:17]=[C:18]([CH:21]=O)[CH:19]=[CH:20][C:14]=2[CH:13]=1)=[O:11])C)C(C)C.[CH:23]1([O:28][C:29](=[O:50])[C@@H:30]([NH:42]C(OC(C)(C)C)=O)[CH2:31][CH2:32][O:33][C:34]2[CH:39]=[CH:38][C:37]([CH2:40][NH2:41])=[CH:36][CH:35]=2)[CH2:27][CH2:26][CH2:25][CH2:24]1.C(O[BH-](OC(=O)C)OC(=O)C)(=O)C.[Na+].C(O)(=O)C. The catalyst is ClCCCl.C(O)(C(F)(F)F)=O.C(Cl)Cl. The product is [CH:23]1([O:28][C:29](=[O:50])[C@@H:30]([NH2:42])[CH2:31][CH2:32][O:33][C:34]2[CH:35]=[CH:36][C:37]([CH2:40][NH:41][CH2:21][C:18]3[CH:19]=[CH:20][C:14]4[CH:13]=[C:12]([C:10](=[O:11])[NH:9][OH:8])[S:16][C:15]=4[CH:17]=3)=[CH:38][CH:39]=2)[CH2:27][CH2:26][CH2:25][CH2:24]1. The yield is 0.150.